This data is from Reaction yield outcomes from USPTO patents with 853,638 reactions. The task is: Predict the reaction yield, written as a fraction of the theoretical maximum amount of product (1.0 means a 100% yield; for example, 0.34 means a 34% yield). The reactants are [O:1]=[S:2]1(=[O:40])[CH2:6][CH2:5][CH:4]=[C:3]1[C:7]1[CH:39]=[CH:38][C:10]2[NH:11][C:12]([C:17]3[C:18](=[O:37])[N:19]([CH2:29][C:30]4[CH:35]=[CH:34][C:33]([F:36])=[CH:32][CH:31]=4)[C@@H:20]4[C@H:25]([C:26]=3[OH:27])[C@@H:24]3[CH2:28][C@H:21]4[CH2:22][CH2:23]3)=[N:13][S:14](=[O:16])(=[O:15])[C:9]=2[CH:8]=1. The catalyst is CO.[Pd]. The product is [O:40]=[S:2]1(=[O:1])[CH2:6][CH2:5][CH2:4][CH:3]1[C:7]1[CH:39]=[CH:38][C:10]2[NH:11][C:12]([C:17]3[C:18](=[O:37])[N:19]([CH2:29][C:30]4[CH:31]=[CH:32][C:33]([F:36])=[CH:34][CH:35]=4)[C@@H:20]4[C@H:25]([C:26]=3[OH:27])[C@@H:24]3[CH2:28][C@H:21]4[CH2:22][CH2:23]3)=[N:13][S:14](=[O:15])(=[O:16])[C:9]=2[CH:8]=1. The yield is 0.860.